From a dataset of Full USPTO retrosynthesis dataset with 1.9M reactions from patents (1976-2016). Predict the reactants needed to synthesize the given product. Given the product [CH:16]1([CH2:19][O:20][C:21]2[CH:26]=[CH:25][C:24]([C:2]3[N:6]([CH3:7])[CH:5]=[N:4][C:3]=3[C:8]3[CH:13]=[C:12]([C:14]#[N:15])[CH:11]=[CH:10][N:9]=3)=[CH:23][CH:22]=2)[CH2:17][CH2:18]1, predict the reactants needed to synthesize it. The reactants are: Br[C:2]1[N:6]([CH3:7])[CH:5]=[N:4][C:3]=1[C:8]1[CH:13]=[C:12]([C:14]#[N:15])[CH:11]=[CH:10][N:9]=1.[CH:16]1([CH2:19][O:20][C:21]2[CH:26]=[CH:25][C:24](B(O)O)=[CH:23][CH:22]=2)[CH2:18][CH2:17]1.